Task: Predict the product of the given reaction.. Dataset: Forward reaction prediction with 1.9M reactions from USPTO patents (1976-2016) (1) Given the reactants [CH2:1]([O:5][CH2:6][C@@H:7]([NH:12][C:13]([C@H:15]1[O:17][C@@H:16]1[C:18]([OH:20])=[O:19])=[O:14])[CH2:8][CH:9]([CH3:11])[CH3:10])[CH:2]([CH3:4])[CH3:3].C(=O)([O-])[O-].[K+:25].[K+], predict the reaction product. The product is: [CH2:1]([O:5][CH2:6][C@@H:7]([NH:12][C:13]([C@H:15]1[O:17][C@@H:16]1[C:18]([O-:20])=[O:19])=[O:14])[CH2:8][CH:9]([CH3:11])[CH3:10])[CH:2]([CH3:3])[CH3:4].[K+:25]. (2) Given the reactants [C:1](=[S:3])=S.[NH2:4][C:5]1[CH:6]=[C:7]([CH:11]=[CH:12][C:13]=1[CH3:14])[C:8]([OH:10])=[O:9].C(N(CC)CC)C.II.Cl.S([O-])([O-])=O.[Na+].[Na+], predict the reaction product. The product is: [N:4]([C:5]1[CH:6]=[C:7]([CH:11]=[CH:12][C:13]=1[CH3:14])[C:8]([OH:10])=[O:9])=[C:1]=[S:3].